From a dataset of NCI-60 drug combinations with 297,098 pairs across 59 cell lines. Regression. Given two drug SMILES strings and cell line genomic features, predict the synergy score measuring deviation from expected non-interaction effect. (1) Drug 2: C1=NNC2=C1C(=O)NC=N2. Synergy scores: CSS=8.49, Synergy_ZIP=-7.43, Synergy_Bliss=-10.3, Synergy_Loewe=-1.42, Synergy_HSA=-4.00. Cell line: MALME-3M. Drug 1: CC(C)(C#N)C1=CC(=CC(=C1)CN2C=NC=N2)C(C)(C)C#N. (2) Drug 1: CC1=C2C(C(=O)C3(C(CC4C(C3C(C(C2(C)C)(CC1OC(=O)C(C(C5=CC=CC=C5)NC(=O)OC(C)(C)C)O)O)OC(=O)C6=CC=CC=C6)(CO4)OC(=O)C)OC)C)OC. Drug 2: CCC1(CC2CC(C3=C(CCN(C2)C1)C4=CC=CC=C4N3)(C5=C(C=C6C(=C5)C78CCN9C7C(C=CC9)(C(C(C8N6C=O)(C(=O)OC)O)OC(=O)C)CC)OC)C(=O)OC)O.OS(=O)(=O)O. Cell line: UACC62. Synergy scores: CSS=51.2, Synergy_ZIP=4.16, Synergy_Bliss=7.84, Synergy_Loewe=3.62, Synergy_HSA=10.7.